Dataset: Catalyst prediction with 721,799 reactions and 888 catalyst types from USPTO. Task: Predict which catalyst facilitates the given reaction. (1) Reactant: [C:1]([O:5][C:6](=[O:32])[N:7]([CH2:9][C:10]1[CH:14]=[C:13]([S:15]([C:18]2[CH:23]=[CH:22][CH:21]=[C:20](Br)[CH:19]=2)(=[O:17])=[O:16])[N:12]([C:25]2[C:26]([F:31])=[N:27][CH:28]=[CH:29][CH:30]=2)[N:11]=1)[CH3:8])([CH3:4])([CH3:3])[CH3:2].[CH3:33][N:34](C)C=O. Product: [C:1]([O:5][C:6](=[O:32])[N:7]([CH2:9][C:10]1[CH:14]=[C:13]([S:15]([C:18]2[CH:23]=[CH:22][CH:21]=[C:20]([C:33]#[N:34])[CH:19]=2)(=[O:17])=[O:16])[N:12]([C:25]2[C:26]([F:31])=[N:27][CH:28]=[CH:29][CH:30]=2)[N:11]=1)[CH3:8])([CH3:4])([CH3:3])[CH3:2]. The catalyst class is: 267. (2) Reactant: [Cl:1][C:2]1[CH:29]=[CH:28][C:5]([CH2:6][CH2:7][O:8][C:9]2[N:10]=[N:11][C:12]([C:19]3[CH:24]=[C:23]([Cl:25])[C:22]([OH:26])=[C:21]([Cl:27])[CH:20]=3)=[CH:13][C:14]=2[C:15]([O:17]C)=[O:16])=[CH:4][CH:3]=1.[OH-].[Na+]. Product: [Cl:1][C:2]1[CH:3]=[CH:4][C:5]([CH2:6][CH2:7][O:8][C:9]2[N:10]=[N:11][C:12]([C:19]3[CH:24]=[C:23]([Cl:25])[C:22]([OH:26])=[C:21]([Cl:27])[CH:20]=3)=[CH:13][C:14]=2[C:15]([OH:17])=[O:16])=[CH:28][CH:29]=1. The catalyst class is: 1. (3) Reactant: [O:1]([C:8]1[CH:9]=[N:10][CH:11]=[C:12]([CH:16]=1)[C:13]([OH:15])=O)[C:2]1[CH:7]=[CH:6][CH:5]=[CH:4][CH:3]=1.CN(C(ON1N=NC2C=CC=CC1=2)=[N+](C)C)C.F[P-](F)(F)(F)(F)F.CCN(C(C)C)C(C)C.[NH:50]1[CH:54]=[CH:53][N:52]=[C:51]1[NH:55][C:56]([C:58]1[C:66]2[NH:65][C:64]([NH2:67])=[N:63][C:62]=2[CH:61]=[CH:60][CH:59]=1)=[O:57]. Product: [NH:52]1[CH:53]=[CH:54][N:50]=[C:51]1[NH:55][C:56]([C:58]1[C:66]2[N:65]=[C:64]([NH:67][C:13]([C:12]3[CH:11]=[N:10][CH:9]=[C:8]([O:1][C:2]4[CH:3]=[CH:4][CH:5]=[CH:6][CH:7]=4)[CH:16]=3)=[O:15])[NH:63][C:62]=2[CH:61]=[CH:60][CH:59]=1)=[O:57]. The catalyst class is: 136.